This data is from NCI-60 drug combinations with 297,098 pairs across 59 cell lines. The task is: Regression. Given two drug SMILES strings and cell line genomic features, predict the synergy score measuring deviation from expected non-interaction effect. (1) Drug 1: CC(C)NC(=O)C1=CC=C(C=C1)CNNC.Cl. Drug 2: C1CCC(C(C1)N)N.C(=O)(C(=O)[O-])[O-].[Pt+4]. Cell line: UO-31. Synergy scores: CSS=17.1, Synergy_ZIP=-1.98, Synergy_Bliss=-1.47, Synergy_Loewe=-0.211, Synergy_HSA=-0.0877. (2) Drug 1: CS(=O)(=O)CCNCC1=CC=C(O1)C2=CC3=C(C=C2)N=CN=C3NC4=CC(=C(C=C4)OCC5=CC(=CC=C5)F)Cl. Drug 2: C1CCC(C(C1)N)N.C(=O)(C(=O)[O-])[O-].[Pt+4]. Cell line: SF-539. Synergy scores: CSS=11.3, Synergy_ZIP=-5.06, Synergy_Bliss=-5.47, Synergy_Loewe=-3.69, Synergy_HSA=-2.20. (3) Drug 1: COC1=CC(=CC(=C1O)OC)C2C3C(COC3=O)C(C4=CC5=C(C=C24)OCO5)OC6C(C(C7C(O6)COC(O7)C8=CC=CS8)O)O. Drug 2: CC1CCCC2(C(O2)CC(NC(=O)CC(C(C(=O)C(C1O)C)(C)C)O)C(=CC3=CSC(=N3)C)C)C. Cell line: HT29. Synergy scores: CSS=37.2, Synergy_ZIP=-2.93, Synergy_Bliss=3.14, Synergy_Loewe=3.77, Synergy_HSA=3.68. (4) Drug 1: C1=NNC2=C1C(=O)NC=N2. Drug 2: N.N.Cl[Pt+2]Cl. Cell line: ACHN. Synergy scores: CSS=62.4, Synergy_ZIP=-1.05, Synergy_Bliss=1.84, Synergy_Loewe=-14.5, Synergy_HSA=-1.13. (5) Drug 1: CN1CCC(CC1)COC2=C(C=C3C(=C2)N=CN=C3NC4=C(C=C(C=C4)Br)F)OC. Drug 2: CN1C(=O)N2C=NC(=C2N=N1)C(=O)N. Cell line: DU-145. Synergy scores: CSS=2.70, Synergy_ZIP=-2.94, Synergy_Bliss=-1.74, Synergy_Loewe=-20.4, Synergy_HSA=-5.93. (6) Cell line: SK-MEL-2. Drug 2: CCCCC(=O)OCC(=O)C1(CC(C2=C(C1)C(=C3C(=C2O)C(=O)C4=C(C3=O)C=CC=C4OC)O)OC5CC(C(C(O5)C)O)NC(=O)C(F)(F)F)O. Drug 1: COC1=CC(=CC(=C1O)OC)C2C3C(COC3=O)C(C4=CC5=C(C=C24)OCO5)OC6C(C(C7C(O6)COC(O7)C8=CC=CS8)O)O. Synergy scores: CSS=46.5, Synergy_ZIP=2.78, Synergy_Bliss=2.28, Synergy_Loewe=-1.16, Synergy_HSA=1.72. (7) Drug 1: CS(=O)(=O)CCNCC1=CC=C(O1)C2=CC3=C(C=C2)N=CN=C3NC4=CC(=C(C=C4)OCC5=CC(=CC=C5)F)Cl. Drug 2: C1CC(=O)NC(=O)C1N2C(=O)C3=CC=CC=C3C2=O. Cell line: ACHN. Synergy scores: CSS=13.4, Synergy_ZIP=-6.28, Synergy_Bliss=0.00341, Synergy_Loewe=-16.8, Synergy_HSA=-1.36.